This data is from Forward reaction prediction with 1.9M reactions from USPTO patents (1976-2016). The task is: Predict the product of the given reaction. (1) Given the reactants [N:1]12[CH2:8][CH2:7][CH:4]([CH2:5][CH2:6]1)[C@@H:3]([O:9][C:10]1[CH:15]=[CH:14][C:13]([C:16]3[CH:21]=[CH:20][C:19]([CH3:22])=[C:18]([NH2:23])[CH:17]=3)=[CH:12][CH:11]=1)[CH2:2]2.[C:24]([OH:31])(=[O:30])/[CH:25]=[CH:26]/[C:27]([OH:29])=[O:28], predict the reaction product. The product is: [C:24]([OH:31])(=[O:30])/[CH:25]=[CH:26]/[C:27]([OH:29])=[O:28].[N:1]12[CH2:6][CH2:5][CH:4]([CH2:7][CH2:8]1)[C@@H:3]([O:9][C:10]1[CH:11]=[CH:12][C:13]([C:16]3[CH:21]=[CH:20][C:19]([CH3:22])=[C:18]([NH2:23])[CH:17]=3)=[CH:14][CH:15]=1)[CH2:2]2. (2) Given the reactants [Cl:1][CH2:2][CH2:3][CH2:4][NH:5][C:6]([C:8]1[CH:9]=[N:10][N:11]2[CH:16]=[CH:15][C:14]([N:17]3[C@@H:21]([C:22]4[C:23]([O:29]C)=[N:24][CH:25]=[C:26]([F:28])[CH:27]=4)[CH2:20][O:19][C:18]3=[O:31])=[N:13][C:12]=12)=[O:7], predict the reaction product. The product is: [Cl:1][CH2:2][CH2:3][CH2:4][NH:5][C:6]([C:8]1[CH:9]=[N:10][N:11]2[CH:16]=[CH:15][C:14]([N:17]3[C@@H:21]([C:22]4[C:23](=[O:29])[NH:24][CH:25]=[C:26]([F:28])[CH:27]=4)[CH2:20][O:19][C:18]3=[O:31])=[N:13][C:12]=12)=[O:7]. (3) Given the reactants SCCCCCCCCCCCO.N.[F:15][C:16]([F:19])([F:18])I.[F:20][C:21]([F:36])([F:35])[S:22]CCCCCCCCCCCO, predict the reaction product. The product is: [F:15][C:16]([S:22][C:21]([F:36])([F:35])[F:20])([F:19])[F:18].